From a dataset of Reaction yield outcomes from USPTO patents with 853,638 reactions. Predict the reaction yield, written as a fraction of the theoretical maximum amount of product (1.0 means a 100% yield; for example, 0.34 means a 34% yield). (1) The reactants are [CH:1]1([CH2:4]Br)[CH2:3][CH2:2]1.[OH:6][C:7]1[CH:16]=[CH:15][C:10]([C:11]([O:13]C)=[O:12])=[CH:9][CH:8]=1.C(=O)([O-])[O-].[K+].[K+]. The catalyst is C(#N)C. The product is [CH:1]1([CH2:4][O:6][C:7]2[CH:16]=[CH:15][C:10]([C:11]([OH:13])=[O:12])=[CH:9][CH:8]=2)[CH2:3][CH2:2]1. The yield is 0.980. (2) The reactants are [C:1]([C:3]1[CH:8]=[C:7]([O:9][CH3:10])[C:6]([O:11][CH2:12][C:13]2[CH:18]=[CH:17][CH:16]=[C:15]([S:19]([CH3:27])(=[N:21][C:22]([O:24][CH2:25][CH3:26])=[O:23])=[O:20])[CH:14]=2)=[CH:5][C:4]=1[N:28]=[CH:29][N:30](C)C)#[N:2].N[C:34]1[CH:35]=[C:36]([CH:39]=[CH:40][CH:41]=1)[C:37]#[N:38]. The catalyst is ClCCl.CO. The product is [C:37]([C:36]1[CH:35]=[C:34]([NH:2][C:1]2[C:3]3[C:4](=[CH:5][C:6]([O:11][CH2:12][C:13]4[CH:14]=[C:15]([S:19]([CH3:27])(=[N:21][C:22]([O:24][CH2:25][CH3:26])=[O:23])=[O:20])[CH:16]=[CH:17][CH:18]=4)=[C:7]([O:9][CH3:10])[CH:8]=3)[N:28]=[CH:29][N:30]=2)[CH:41]=[CH:40][CH:39]=1)#[N:38]. The yield is 0.710.